Dataset: Full USPTO retrosynthesis dataset with 1.9M reactions from patents (1976-2016). Task: Predict the reactants needed to synthesize the given product. (1) Given the product [F:20][C:17]1[CH:18]=[CH:19][C:14]([CH:8]([C:5]2[CH:4]=[CH:3][C:2]([F:1])=[CH:7][CH:6]=2)[S:9][CH2:10][C:11]([NH:24][CH2:21][CH2:22][CH3:23])=[O:13])=[CH:15][CH:16]=1, predict the reactants needed to synthesize it. The reactants are: [F:1][C:2]1[CH:7]=[CH:6][C:5]([CH:8]([C:14]2[CH:19]=[CH:18][C:17]([F:20])=[CH:16][CH:15]=2)[S:9][CH2:10][C:11]([OH:13])=O)=[CH:4][CH:3]=1.[CH2:21]([NH2:24])[CH2:22][CH3:23]. (2) Given the product [F:1][C:2]1[CH:10]=[CH:9][C:5]([C:6]([NH:11][C:12]2[N:16]([C@@H:17]3[CH2:22][CH2:21][C@H:20]([C:23]([O:25][CH3:26])=[O:24])[CH2:19][CH2:18]3)[C:15]3[CH:27]=[C:28]([CH2:31][O:32][Si:33]([CH:34]([CH3:36])[CH3:35])([CH:40]([CH3:42])[CH3:41])[CH:37]([CH3:39])[CH3:38])[CH:29]=[CH:30][C:14]=3[N:13]=2)=[O:7])=[CH:4][CH:3]=1, predict the reactants needed to synthesize it. The reactants are: [F:1][C:2]1[CH:10]=[CH:9][C:5]([C:6](Cl)=[O:7])=[CH:4][CH:3]=1.[NH2:11][C:12]1[N:16]([C@@H:17]2[CH2:22][CH2:21][C@H:20]([C:23]([O:25][CH3:26])=[O:24])[CH2:19][CH2:18]2)[C:15]2[CH:27]=[C:28]([CH2:31][O:32][Si:33]([CH:40]([CH3:42])[CH3:41])([CH:37]([CH3:39])[CH3:38])[CH:34]([CH3:36])[CH3:35])[CH:29]=[CH:30][C:14]=2[N:13]=1. (3) Given the product [F:43][C:40]1[CH:39]=[CH:38][C:37]([C:36]2[O:44][C:32]([C@H:31]([NH:30][C:27]3[CH:28]=[CH:29][C:24]([C:22]#[N:23])=[C:25]([C:50]([F:52])([F:51])[F:53])[C:26]=3[CH3:49])[C:45]([OH:48])([CH3:47])[CH3:46])=[N:34][N:35]=2)=[CH:42][CH:41]=1, predict the reactants needed to synthesize it. The reactants are: C1(P(C2C=CC=CC=2)C2C=CC=CC=2)C=CC=CC=1.II.[C:22]([C:24]1[CH:29]=[CH:28][C:27]([NH:30][C@H:31]([C:45]([OH:48])([CH3:47])[CH3:46])[C:32]([NH:34][NH:35][C:36](=[O:44])[C:37]2[CH:42]=[CH:41][C:40]([F:43])=[CH:39][CH:38]=2)=O)=[C:26]([CH3:49])[C:25]=1[C:50]([F:53])([F:52])[F:51])#[N:23]. (4) Given the product [CH2:26]([N:28]1[CH2:33][CH2:32][N:31]([CH2:1][CH:2]2[C:14](=[O:15])[C:13]3[C:12]4[C:7](=[CH:8][CH:9]=[CH:10][CH:11]=4)[N:6]([CH2:16][CH2:17][CH2:18][CH2:19][CH2:20][C:21]([O:23][CH2:24][CH3:25])=[O:22])[C:5]=3[CH2:4][CH2:3]2)[CH2:30][CH2:29]1)[CH3:27], predict the reactants needed to synthesize it. The reactants are: [CH2:1]=[C:2]1[C:14](=[O:15])[C:13]2[C:12]3[C:7](=[CH:8][CH:9]=[CH:10][CH:11]=3)[N:6]([CH2:16][CH2:17][CH2:18][CH2:19][CH2:20][C:21]([O:23][CH2:24][CH3:25])=[O:22])[C:5]=2[CH2:4][CH2:3]1.[CH2:26]([N:28]1[CH2:33][CH2:32][NH:31][CH2:30][CH2:29]1)[CH3:27]. (5) Given the product [OH:1][CH2:2][CH2:3][CH2:4][C:5]1[CH:6]=[C:7]([CH:11]([C:22]2[CH:27]=[CH:26][CH:25]=[CH:24][C:23]=2[CH3:28])[CH2:12][C:13]([C:15]2[CH:20]=[CH:19][N:18]=[C:17]([CH3:21])[CH:16]=2)=[N:30][OH:31])[CH:8]=[CH:9][CH:10]=1, predict the reactants needed to synthesize it. The reactants are: [OH:1][CH2:2][CH2:3][CH2:4][C:5]1[CH:6]=[C:7]([CH:11]([C:22]2[CH:27]=[CH:26][CH:25]=[CH:24][C:23]=2[CH3:28])[CH2:12][C:13]([C:15]2[CH:20]=[CH:19][N:18]=[C:17]([CH3:21])[CH:16]=2)=O)[CH:8]=[CH:9][CH:10]=1.Cl.[NH2:30][OH:31].C([O-])(O)=O.[Na+].